From a dataset of Peptide-MHC class II binding affinity with 134,281 pairs from IEDB. Regression. Given a peptide amino acid sequence and an MHC pseudo amino acid sequence, predict their binding affinity value. This is MHC class II binding data. (1) The peptide sequence is ALTSKLDAAYKLAYK. The MHC is DRB1_0301 with pseudo-sequence DRB1_0301. The binding affinity (normalized) is 0.659. (2) The peptide sequence is PGMMMGMFNMLSTVL. The MHC is DRB1_1501 with pseudo-sequence DRB1_1501. The binding affinity (normalized) is 0.331.